This data is from Full USPTO retrosynthesis dataset with 1.9M reactions from patents (1976-2016). The task is: Predict the reactants needed to synthesize the given product. (1) Given the product [CH2:18]([C:14]1([CH2:9][OH:8])[CH2:17][CH2:16][CH2:15]1)[CH2:19][CH2:20][CH3:21], predict the reactants needed to synthesize it. The reactants are: [Si]([O:8][CH:9]([C:14]1([CH2:18][CH2:19][CH2:20][CH3:21])[CH2:17][CH2:16][CH2:15]1)CCCO)(C(C)(C)C)(C)C.[Si](OC(C1(CCCC)CCC1)CCC=O)(C(C)(C)C)(C)C.C(Cl)(=O)C(Cl)=O.CS(C)=O.CCN(CC)CC.Cl. (2) Given the product [CH2:7]([N:14]1[CH:18]=[C:17]([C:19]2[C:27]3[C:22](=[N:23][CH:24]=[CH:25][CH:26]=3)[NH:21][CH:20]=2)[N:16]=[N:15]1)[C:8]1[CH:13]=[CH:12][CH:11]=[CH:10][CH:9]=1, predict the reactants needed to synthesize it. The reactants are: C(=O)([O-])[O-].[K+].[K+].[CH2:7]([N:14]1[CH:18]=[C:17]([C:19]2[C:27]3[C:22](=[N:23][CH:24]=[CH:25][CH:26]=3)[N:21](C(OC(C)(C)C)=O)[CH:20]=2)[N:16]=[N:15]1)[C:8]1[CH:13]=[CH:12][CH:11]=[CH:10][CH:9]=1. (3) Given the product [F:17][C:14]1[CH:15]=[CH:16][C:9]2[NH:8][C:7](=[O:18])[CH2:6][C:5]3[CH:4]=[N:30][C:29]([CH2:28][C:25]4[CH:24]=[CH:23][C:22]([O:21][CH3:20])=[CH:27][CH:26]=4)=[N:31][C:11]=3[C:10]=2[CH:13]=1, predict the reactants needed to synthesize it. The reactants are: CN([CH:4]=[C:5]1[C:11](=O)[C:10]2[CH:13]=[C:14]([F:17])[CH:15]=[CH:16][C:9]=2[NH:8][C:7](=[O:18])[CH2:6]1)C.Cl.[CH3:20][O:21][C:22]1[CH:27]=[CH:26][C:25]([CH2:28][C:29]([NH2:31])=[NH:30])=[CH:24][CH:23]=1. (4) Given the product [CH2:2]([OH:1])[CH:3]([OH:4])[CH2:7][CH2:6][CH2:5][CH2:8][OH:9], predict the reactants needed to synthesize it. The reactants are: [OH:1][CH2:2][CH:3]1[CH2:7][CH2:6][CH:5]([CH2:8][OH:9])[O:4]1.[H][H]. (5) Given the product [Cl:1][C:2]1[C:3]([F:11])=[C:4]([C:7]([F:10])=[CH:8][CH:9]=1)/[CH:5]=[N:24]/[S@:22]([C:19]([CH3:21])([CH3:20])[CH3:18])=[O:23], predict the reactants needed to synthesize it. The reactants are: [Cl:1][C:2]1[C:3]([F:11])=[C:4]([C:7]([F:10])=[CH:8][CH:9]=1)[CH:5]=O.C([O-])([O-])=O.[Cs+].[Cs+].[CH3:18][C:19]([S@@:22]([NH2:24])=[O:23])([CH3:21])[CH3:20]. (6) Given the product [CH2:6]([NH:13][C:14](=[O:28])[CH2:15][C:16]1[CH:25]=[CH:24][C:23]2[O:22][C:21]([CH3:26])([CH3:27])[CH:20]3[O:2][CH:19]3[C:18]=2[CH:17]=1)[C:7]1[CH:8]=[CH:9][CH:10]=[CH:11][CH:12]=1, predict the reactants needed to synthesize it. The reactants are: C(=O)([O-])[OH:2].[Na+].[CH2:6]([NH:13][C:14](=[O:28])[CH2:15][C:16]1[CH:17]=[C:18]2[C:23](=[CH:24][CH:25]=1)[O:22][C:21]([CH3:27])([CH3:26])[CH:20]=[CH:19]2)[C:7]1[CH:12]=[CH:11][CH:10]=[CH:9][CH:8]=1.C1C=C(Cl)C=C(C(OO)=O)C=1.